From a dataset of Catalyst prediction with 721,799 reactions and 888 catalyst types from USPTO. Predict which catalyst facilitates the given reaction. (1) Reactant: C(OC([N:8]1[C:13]2[CH:14]=[CH:15][C:16]([N:18]([S:20]([CH3:23])(=[O:22])=[O:21])[CH3:19])=[CH:17][C:12]=2[S:11](=[O:25])(=[O:24])[CH:10]=[C:9]1[CH2:26][C:27]([O:29][CH2:30][CH3:31])=[O:28])=O)(C)(C)C. Product: [CH2:30]([O:29][C:27](=[O:28])[CH2:26][C:9]1[NH:8][C:13]2[CH:14]=[CH:15][C:16]([N:18]([S:20]([CH3:23])(=[O:22])=[O:21])[CH3:19])=[CH:17][C:12]=2[S:11](=[O:25])(=[O:24])[CH:10]=1)[CH3:31]. The catalyst class is: 281. (2) Reactant: [CH:1]([N:4](CC)C(C)C)(C)C.[CH2:10]([N:12]1[C:24]2[CH2:23][CH2:22][CH:21]([CH:25]3[CH2:30][CH2:29][O:28][CH2:27][CH2:26]3)[CH2:20][C:19]=2[C:18]2[C:13]1=[CH:14][CH:15]=[C:16]([C:31]([N:33]([CH2:35][CH2:36][CH2:37][C:38]([OH:40])=O)[CH3:34])=[O:32])[CH:17]=2)[CH3:11].CN.CN(C(ON1N=NC2C=CC=NC1=2)=[N+](C)C)C.F[P-](F)(F)(F)(F)F. Product: [CH2:10]([N:12]1[C:24]2[CH2:19][CH2:20][CH:21]([CH:25]3[CH2:30][CH2:29][O:28][CH2:27][CH2:26]3)[CH2:22][C:23]=2[C:14]2[C:13]1=[CH:18][CH:17]=[C:16]([C:31]([N:33]([CH3:34])[CH2:35][CH2:36][CH2:37][C:38]([NH:4][CH3:1])=[O:40])=[O:32])[CH:15]=2)[CH3:11]. The catalyst class is: 3. (3) Reactant: [F:1][C:2]1[N:10]=[C:9]2[C:5]([NH:6][C:7]([CH2:11][C:12]3[C:20]([Br:21])=[CH:19][C:15]4[O:16][CH2:17][O:18][C:14]=4[CH:13]=3)=[N:8]2)=[C:4]([NH2:22])[N:3]=1.C([O-])([O-])=O.[Cs+].[Cs+].S(C1C=CC(C)=CC=1)(O[CH2:33][CH2:34][CH2:35][C:36]#[CH:37])(=O)=O. Product: [F:1][C:2]1[N:10]=[C:9]2[C:5]([N:6]=[C:7]([CH2:11][C:12]3[C:20]([Br:21])=[CH:19][C:15]4[O:16][CH2:17][O:18][C:14]=4[CH:13]=3)[N:8]2[CH2:37][CH2:36][CH2:35][C:34]#[CH:33])=[C:4]([NH2:22])[N:3]=1. The catalyst class is: 3. (4) Reactant: [C:1]([CH2:3][CH2:4][N:5]([CH2:18][CH2:19][C:20]#[N:21])[CH2:6][CH2:7][CH2:8][N:9]([CH2:14][CH2:15][C:16]#[N:17])[CH2:10][CH2:11][C:12]#[N:13])#[N:2].[H][H]. Product: [NH2:13][CH2:12][CH2:11][CH2:10][N:9]([CH2:14][CH2:15][CH2:16][NH2:17])[CH2:8][CH2:7][CH2:6][N:5]([CH2:18][CH2:19][CH2:20][NH2:21])[CH2:4][CH2:3][CH2:1][NH2:2]. The catalyst class is: 12. (5) Reactant: [F:1][C:2]1[CH:3]=[C:4]([N+:9]([O-])=O)[C:5]([NH2:8])=[N:6][CH:7]=1.[H][H]. Product: [F:1][C:2]1[CH:3]=[C:4]([NH2:9])[C:5]([NH2:8])=[N:6][CH:7]=1. The catalyst class is: 29. (6) Reactant: [C:1](Cl)(=[O:3])[CH3:2].[NH2:5][C:6]1[CH:7]=[C:8]([CH:21]=[CH:22][CH:23]=1)[C:9]([C:11]1[CH:12]=[C:13]2[C:17](=[CH:18][CH:19]=1)[NH:16][C:15](=[O:20])[CH2:14]2)=[O:10]. Product: [O:20]=[C:15]1[CH2:14][C:13]2[C:17](=[CH:18][CH:19]=[C:11]([C:9]([C:8]3[CH:7]=[C:6]([NH:5][C:1](=[O:3])[CH3:2])[CH:23]=[CH:22][CH:21]=3)=[O:10])[CH:12]=2)[NH:16]1. The catalyst class is: 1.